From a dataset of TCR-epitope binding with 47,182 pairs between 192 epitopes and 23,139 TCRs. Binary Classification. Given a T-cell receptor sequence (or CDR3 region) and an epitope sequence, predict whether binding occurs between them. (1) Result: 0 (the TCR does not bind to the epitope). The TCR CDR3 sequence is CAQAVGLNTGELFF. The epitope is VTEHDTLLY. (2) The epitope is MMISAGFSL. The TCR CDR3 sequence is CASSSLGAGYTF. Result: 1 (the TCR binds to the epitope). (3) The epitope is VTEHDTLLY. The TCR CDR3 sequence is CAWSAGVNTGELFF. Result: 1 (the TCR binds to the epitope). (4) The epitope is VLAWLYAAV. The TCR CDR3 sequence is CASSQVAVSYNEQFF. Result: 0 (the TCR does not bind to the epitope). (5) Result: 0 (the TCR does not bind to the epitope). The TCR CDR3 sequence is CASSQESRVGYEQYF. The epitope is AYILFTRFFYV. (6) The epitope is LLWNGPMAV. The TCR CDR3 sequence is CASSYEWGGLPKNIQYF. Result: 0 (the TCR does not bind to the epitope). (7) The epitope is RLRAEAQVK. The TCR CDR3 sequence is CASSLPQGGYGDTQYF. Result: 1 (the TCR binds to the epitope).